Dataset: Full USPTO retrosynthesis dataset with 1.9M reactions from patents (1976-2016). Task: Predict the reactants needed to synthesize the given product. (1) Given the product [CH2:22]([C:19]1[CH:20]=[CH:21][C:16]([CH2:15][C:14]2[C:9](=[O:8])[NH:10][CH:11]=[CH:12][N:13]=2)=[CH:17][CH:18]=1)[CH3:23], predict the reactants needed to synthesize it. The reactants are: C([O:8][C:9]1[C:14]([CH2:15][C:16]2[CH:21]=[CH:20][C:19]([CH2:22][CH3:23])=[CH:18][CH:17]=2)=[N:13][CH:12]=[CH:11][N:10]=1)C1C=CC=CC=1. (2) Given the product [CH2:1]([N:3]1[C:9](=[O:10])[C:8]2[CH:11]=[CH:12][CH:13]=[CH:14][C:7]=2[S:6](=[O:15])[C:5]2[CH:16]=[CH:17][C:18]([C:20]([O:22][CH2:30][C:31]3[CH:36]=[CH:35][C:34]([O:37][CH3:38])=[CH:33][CH:32]=3)=[O:21])=[CH:19][C:4]1=2)[CH3:2], predict the reactants needed to synthesize it. The reactants are: [CH2:1]([N:3]1[C:9](=[O:10])[C:8]2[CH:11]=[CH:12][CH:13]=[CH:14][C:7]=2[S:6](=[O:15])[C:5]2[CH:16]=[CH:17][C:18]([C:20]([OH:22])=[O:21])=[CH:19][C:4]1=2)[CH3:2].C([O-])([O-])=O.[K+].[K+].Br[CH2:30][C:31]1[CH:36]=[CH:35][C:34]([O:37][CH3:38])=[CH:33][CH:32]=1. (3) Given the product [CH2:1]([N:6]1[C:10]2=[N:11][CH:12]=[CH:13][CH:14]=[C:9]2[C:8](=[O:23])[C:7]1=[O:21])[CH2:2][CH2:3][CH2:4][CH3:5], predict the reactants needed to synthesize it. The reactants are: [CH2:1]([N:6]1[C:10]2=[N:11][CH:12]=[CH:13][CH:14]=[C:9]2[CH:8]=[CH:7]1)[CH2:2][CH2:3][CH2:4][CH3:5].BrN1C(=[O:21])CCC1=O.[OH2:23]. (4) Given the product [Br:1][C:2]1[CH:3]=[C:4]2[C:5]([N:8]=[C:15]([N:29]3[CH2:28][CH2:27][N:26]([C:19]([O:21][C:22]([CH3:25])([CH3:24])[CH3:23])=[O:20])[CH2:31][CH2:30]3)[C:14]3[N:9]2[CH:32]=[N:33][N:17]=3)=[CH:6][CH:7]=1, predict the reactants needed to synthesize it. The reactants are: [Br:1][C:2]1[CH:3]=[C:4]([NH2:9])[C:5]([NH2:8])=[CH:6][CH:7]=1.CC1C=C(N)[C:14]([NH2:17])=[CH:15]C=1.[C:19]([N:26]1[CH2:31][CH2:30][NH:29][CH2:28][CH2:27]1)([O:21][C:22]([CH3:25])([CH3:24])[CH3:23])=[O:20].[CH3:32][N:33]1CCNCC1. (5) Given the product [Br:1][C:2]1[CH:7]=[CH:6][C:5]([C:12]#[C:11][CH2:10][N:13]2[CH2:18][CH2:17][CH2:16][CH2:15][CH2:14]2)=[C:4]([F:9])[CH:3]=1, predict the reactants needed to synthesize it. The reactants are: [Br:1][C:2]1[CH:7]=[CH:6][C:5](I)=[C:4]([F:9])[CH:3]=1.[CH2:10]([N:13]1[CH2:18][CH2:17][CH2:16][CH2:15][CH2:14]1)[C:11]#[CH:12].C(N(CC)CC)C.[Cl-].[NH4+]. (6) Given the product [ClH:21].[CH2:1]([O:3][C:4]([C:6]1[CH:11]=[CH:10][C:9]([C:12]2[CH:17]=[C:16]([NH2:18])[CH:15]=[CH:14][C:13]=2[Cl:21])=[CH:8][CH:7]=1)=[O:5])[CH3:2], predict the reactants needed to synthesize it. The reactants are: [CH2:1]([O:3][C:4]([C:6]1[CH:11]=[CH:10][C:9]([C:12]2[CH:17]=[C:16]([N+:18]([O-])=O)[CH:15]=[CH:14][C:13]=2[Cl:21])=[CH:8][CH:7]=1)=[O:5])[CH3:2].Cl. (7) The reactants are: [F:1][C:2]1[CH:7]=[C:6](B2OC(C)(C)C(C)(C)O2)[CH:5]=[CH:4][C:3]=1[C:17]1[N:18]=[CH:19][C:20]([NH2:23])=[N:21][CH:22]=1.Br[C:25]1[CH:30]=[CH:29][CH:28]=[CH:27][C:26]=1[S:31]([N:34]1[CH2:39][CH:38]([CH3:40])[NH:37][CH:36]([CH3:41])[CH2:35]1)(=[O:33])=[O:32]. Given the product [CH3:40][CH:38]1[NH:37][CH:36]([CH3:41])[CH2:35][N:34]([S:31]([C:26]2[CH:27]=[CH:28][CH:29]=[CH:30][C:25]=2[C:6]2[CH:5]=[CH:4][C:3]([C:17]3[N:18]=[CH:19][C:20]([NH2:23])=[N:21][CH:22]=3)=[C:2]([F:1])[CH:7]=2)(=[O:32])=[O:33])[CH2:39]1, predict the reactants needed to synthesize it. (8) The reactants are: [C:1]([O:5][C:6](=[O:24])[NH:7][C@@H:8]([CH2:17][C:18]1[CH:23]=[CH:22][CH:21]=[CH:20]C=1)C(N1CCCCO1)=O)([CH3:4])([CH3:3])[CH3:2].[C:25]([O:29]C(N[C@H](C(O)=O)C(C)(C)C)=O)(C)(C)C.F[C:42](F)(F)C(O)=O.C(O[C:56]([NH:58][C@H:59]([C:63]([N:65](C)[C@@H:66]([C@@H](C)CC)[C@H:67](OC)[CH2:68][C:69]([O:71]C(C)(C)C)=O)=[O:64])[CH:60]([CH3:62])[CH3:61])=[O:57])C1C=CC=CC=1. Given the product [CH3:42][C:60]([CH3:61])([CH3:62])[C@H:59]([NH:58][C:56](=[O:57])[C@H:21]([CH3:20])[C@H:22]([C@@H:23]1[CH2:18][CH2:17][CH2:8][N:7]1[C:6]([O:5][C:1]([CH3:2])([CH3:3])[CH3:4])=[O:24])[O:29][CH3:25])[C:63]([N:65]1[CH2:66][CH2:67][CH2:68][CH2:69][O:71]1)=[O:64], predict the reactants needed to synthesize it. (9) Given the product [NH2:24][C:23]1[CH:25]=[CH:26][C:20]([C:19]2[C:18]([C:29]3[CH:34]=[CH:33][N:32]=[CH:31][CH:30]=3)=[N:17][N:16]3[C:11]([CH:6]4[CH2:7][CH:8]5[N:3]([CH2:1][CH3:2])[CH:4]([CH2:10][CH2:9]5)[CH2:5]4)=[CH:12][CH:13]=[N:14][C:15]=23)=[CH:21][C:22]=1[OH:27], predict the reactants needed to synthesize it. The reactants are: [CH2:1]([N:3]1[CH:8]2[CH2:9][CH2:10][CH:4]1[CH2:5][CH:6]([C:11]1[N:16]3[N:17]=[C:18]([C:29]4[CH:34]=[CH:33][N:32]=[CH:31][CH:30]=4)[C:19]([C:20]4[CH:26]=[CH:25][C:23]([NH2:24])=[C:22]([O:27]C)[CH:21]=4)=[C:15]3[N:14]=[CH:13][CH:12]=1)[CH2:7]2)[CH3:2].B(Br)(Br)Br.